Dataset: Reaction yield outcomes from USPTO patents with 853,638 reactions. Task: Predict the reaction yield, written as a fraction of the theoretical maximum amount of product (1.0 means a 100% yield; for example, 0.34 means a 34% yield). The reactants are C(O[C:4](=[O:26])[C:5](=[N:11][N:12]([C:18](=[O:25])[CH2:19][C:20]([O:22][CH2:23][CH3:24])=[O:21])[CH2:13][CH2:14][CH:15]([CH3:17])[CH3:16])[C:6]1[S:7][CH:8]=[CH:9][CH:10]=1)C.[O-]CC.[Na+].Cl. The catalyst is CCO. The product is [CH2:23]([O:22][C:20]([C:19]1[C:18](=[O:25])[N:12]([CH2:13][CH2:14][CH:15]([CH3:16])[CH3:17])[N:11]=[C:5]([C:6]2[S:7][CH:8]=[CH:9][CH:10]=2)[C:4]=1[OH:26])=[O:21])[CH3:24]. The yield is 0.830.